From a dataset of Forward reaction prediction with 1.9M reactions from USPTO patents (1976-2016). Predict the product of the given reaction. (1) Given the reactants C([N:8]1[CH2:13][CH:12]([CH3:14])[O:11][CH2:10][C:9]1([CH2:16][OH:17])[CH3:15])C1C=CC=CC=1, predict the reaction product. The product is: [CH3:15][C:9]1([CH2:16][OH:17])[CH2:10][O:11][CH:12]([CH3:14])[CH2:13][NH:8]1. (2) Given the reactants [F:1][C:2]1[N:10]=[C:9]2[C:5]([N:6]=[CH:7][NH:8]2)=[C:4]([NH:11][CH2:12][C:13]2[C:18]([CH3:19])=[CH:17][CH:16]=[CH:15][N:14]=2)[N:3]=1.C([O-])([O-])=O.[K+].[K+].Br[CH:27]([CH3:29])[CH3:28].C(Cl)Cl.CCOCC.CO, predict the reaction product. The product is: [F:1][C:2]1[N:10]=[C:9]2[C:5]([N:6]=[CH:7][N:8]2[CH:27]([CH3:29])[CH3:28])=[C:4]([NH:11][CH2:12][C:13]2[C:18]([CH3:19])=[CH:17][CH:16]=[CH:15][N:14]=2)[N:3]=1. (3) Given the reactants [Br:1][C:2]1[CH:9]=[CH:8][C:5]([CH2:6]Br)=[CH:4][CH:3]=1.[F:10][C:11]1([F:17])[CH2:16][CH2:15][NH:14][CH2:13][CH2:12]1, predict the reaction product. The product is: [F:10][C:11]1([F:17])[CH2:16][CH2:15][N:14]([CH2:6][C:5]2[CH:8]=[CH:9][C:2]([Br:1])=[CH:3][CH:4]=2)[CH2:13][CH2:12]1. (4) Given the reactants [CH2:1]1[C:10]2[C:5](=[CH:6][CH:7]=[CH:8][CH:9]=2)[CH2:4][CH2:3][NH:2]1.C(N(CC)CC)C.[OH:18][C:19]1[C:28]2[N:27]=[CH:26][CH:25]=[CH:24][C:23]=2[C:22]([S:29](Cl)(=[O:31])=[O:30])=[CH:21][CH:20]=1.S(Cl)(Cl)(=O)=O, predict the reaction product. The product is: [CH2:1]1[C:10]2[C:5](=[CH:6][CH:7]=[CH:8][CH:9]=2)[CH2:4][CH2:3][N:2]1[S:29]([C:22]1[CH:21]=[CH:20][C:19]([OH:18])=[C:28]2[C:23]=1[CH:24]=[CH:25][CH:26]=[N:27]2)(=[O:30])=[O:31]. (5) Given the reactants N[C@@](C1SC(C2C=CC(SC3C=CC=C(OCC4C=CC=CC=4)C=3)=C(C(F)(F)F)C=2)=NN=1)(C)CO.[CH2:36]([O:43][C:44]1[CH:45]=[C:46]([S:50][C:51]2[CH:56]=[CH:55][C:54]([C:57]3[S:61][C:60]([C@@:62]4([CH3:76])[CH2:66][O:65]C(C)(C)[N:63]4C(OC(C)(C)C)=O)=[N:59][N:58]=3)=[C:53]([Cl:77])[CH:52]=2)[CH:47]=[CH:48][CH:49]=1)[C:37]1[CH:42]=[CH:41][CH:40]=[CH:39][CH:38]=1.C(O)(C(F)(F)F)=O, predict the reaction product. The product is: [NH2:63][C@@:62]([C:60]1[S:61][C:57]([C:54]2[CH:55]=[CH:56][C:51]([S:50][C:46]3[CH:47]=[CH:48][CH:49]=[C:44]([O:43][CH2:36][C:37]4[CH:38]=[CH:39][CH:40]=[CH:41][CH:42]=4)[CH:45]=3)=[CH:52][C:53]=2[Cl:77])=[N:58][N:59]=1)([CH3:76])[CH2:66][OH:65]. (6) Given the reactants [N:1]1([C:7]([O:9][C:10]([CH3:13])([CH3:12])[CH3:11])=[O:8])[CH2:6][CH2:5][NH:4][CH2:3][CH2:2]1.[CH2:14]=O.[CH3:16][CH:17]([CH3:20])[CH:18]=[O:19], predict the reaction product. The product is: [CH3:16][C:17]([CH3:14])([CH:18]=[O:19])[CH2:20][N:4]1[CH2:5][CH2:6][N:1]([C:7]([O:9][C:10]([CH3:13])([CH3:12])[CH3:11])=[O:8])[CH2:2][CH2:3]1.